Dataset: Reaction yield outcomes from USPTO patents with 853,638 reactions. Task: Predict the reaction yield, written as a fraction of the theoretical maximum amount of product (1.0 means a 100% yield; for example, 0.34 means a 34% yield). (1) The reactants are C1CCN(C(N=NC(N2CCCCC2)=O)=O)CC1.C1C=CC(P(C2C=CC=CC=2)C2C=CC=CC=2)=CC=1.[OH:38][C:39]1[CH:40]=[C:41]2[C:45](=[CH:46][CH:47]=1)[C@H:44]([CH2:48][C:49]([O:51][CH2:52][CH3:53])=[O:50])[CH2:43][CH2:42]2.[CH3:54][C:55]1[N:56]=[C:57]([C:63]2[CH:68]=[CH:67][CH:66]=[CH:65][CH:64]=2)[O:58][C:59]=1[CH2:60][CH2:61]O. The catalyst is C1COCC1.C(Cl)Cl. The product is [CH3:54][C:55]1[N:56]=[C:57]([C:63]2[CH:68]=[CH:67][CH:66]=[CH:65][CH:64]=2)[O:58][C:59]=1[CH2:60][CH2:61][O:38][C:39]1[CH:40]=[C:41]2[C:45](=[CH:46][CH:47]=1)[C@H:44]([CH2:48][C:49]([O:51][CH2:52][CH3:53])=[O:50])[CH2:43][CH2:42]2. The yield is 0.660. (2) The reactants are [CH3:1][C:2]1[C:11]2[C:10](=[O:12])O[C:8]([C:13]3[CH:18]=[CH:17][CH:16]=[CH:15][C:14]=3[O:19]C(=O)C)=[N:7][C:6]=2[CH:5]=[CH:4][CH:3]=1.[F:23][C:24]1[CH:25]=[C:26]([CH2:30][CH2:31][NH2:32])[CH:27]=[CH:28][CH:29]=1. No catalyst specified. The product is [F:23][C:24]1[CH:25]=[C:26]([CH2:30][CH2:31][N:32]2[C:10](=[O:12])[C:11]3[C:6](=[CH:5][CH:4]=[CH:3][C:2]=3[CH3:1])[N:7]=[C:8]2[C:13]2[CH:18]=[CH:17][CH:16]=[CH:15][C:14]=2[OH:19])[CH:27]=[CH:28][CH:29]=1. The yield is 0.800. (3) The reactants are F[C:2]1[CH:7]=[CH:6][C:5]([N+:8]([O-:10])=[O:9])=[CH:4][CH:3]=1.[C:11]([N:18]1[CH2:23][CH2:22][CH:21]([OH:24])[CH2:20][CH2:19]1)([O:13][C:14]([CH3:17])([CH3:16])[CH3:15])=[O:12].[H-].[Na+]. The catalyst is C1COCC1. The product is [C:14]([O:13][C:11]([N:18]1[CH2:23][CH2:22][CH:21]([O:24][C:2]2[CH:7]=[CH:6][C:5]([N+:8]([O-:10])=[O:9])=[CH:4][CH:3]=2)[CH2:20][CH2:19]1)=[O:12])([CH3:17])([CH3:15])[CH3:16]. The yield is 0.780. (4) The reactants are [O:1]=[C:2]1[CH:19]=[C:18]([CH:20]2[CH2:25][CH2:24][N:23](C(OC(C)(C)C)=O)[CH2:22][CH2:21]2)[N:5]2[N:6]=[C:7]3[C:12]([C:11]([N:13]4[CH:17]=[N:16][CH:15]=[N:14]4)=[CH:10][CH:9]=[CH:8]3)=[C:4]2[NH:3]1.[ClH:33]. The catalyst is O1CCOCC1. The product is [ClH:33].[NH:23]1[CH2:22][CH2:21][CH:20]([C:18]2[N:5]3[N:6]=[C:7]4[C:12]([C:11]([N:13]5[CH:17]=[N:16][CH:15]=[N:14]5)=[CH:10][CH:9]=[CH:8]4)=[C:4]3[NH:3][C:2](=[O:1])[CH:19]=2)[CH2:25][CH2:24]1. The yield is 0.870. (5) The reactants are [CH2:1]([O:8][C:9]([NH:11][C:12]1[C:13]([C:23]([O:25]CC)=[O:24])=[N:14][C:15]2[C:20]([CH:21]=1)=[CH:19][CH:18]=[C:17](Br)[CH:16]=2)=[O:10])[C:2]1[CH:7]=[CH:6][CH:5]=[CH:4][CH:3]=1.[NH:28]1[CH2:33][CH2:32][NH:31][CH2:30][C:29]1=[O:34].C1(P(C2CCCCC2)C2C=CC=CC=2C2C(OC(C)C)=CC=CC=2OC(C)C)CCCCC1.[O-]P([O-])([O-])=O.[K+].[K+].[K+]. The catalyst is C(O)(C)(C)C.CC([O-])=O.CC([O-])=O.[Pd+2]. The product is [CH2:1]([O:8][C:9]([NH:11][C:12]1[C:13]([C:23]([OH:25])=[O:24])=[N:14][C:15]2[C:20]([CH:21]=1)=[CH:19][CH:18]=[C:17]([N:31]1[CH2:32][CH2:33][NH:28][C:29](=[O:34])[CH2:30]1)[CH:16]=2)=[O:10])[C:2]1[CH:7]=[CH:6][CH:5]=[CH:4][CH:3]=1. The yield is 0.0690. (6) The reactants are [Cl:1][C:2]1[CH:19]=[CH:18][C:5]2[C:6]([CH:9]3[CH2:14][CH2:13][N:12](C(=O)C)[CH2:11][CH2:10]3)=[N:7][O:8][C:4]=2[CH:3]=1.Cl. The catalyst is CCOCC. The product is [ClH:1].[Cl:1][C:2]1[CH:19]=[CH:18][C:5]2[C:6]([CH:9]3[CH2:10][CH2:11][NH:12][CH2:13][CH2:14]3)=[N:7][O:8][C:4]=2[CH:3]=1. The yield is 0.930. (7) The reactants are [Cl:1][C:2]1[N:11]=[CH:10][C:9]2[NH:8][CH2:7][C@@H:6]3[CH2:12][O:13][CH2:14][CH2:15][N:5]3[C:4]=2[N:3]=1.CC(C)([O-])C.[Na+].[Br:22][C:23]1[CH:32]=[CH:31][C:26]([C:27]([O:29][CH3:30])=[O:28])=[C:25]([CH2:33]Br)[CH:24]=1. The catalyst is CS(C)=O. The product is [Br:22][C:23]1[CH:32]=[CH:31][C:26]([C:27]([O:29][CH3:30])=[O:28])=[C:25]([CH2:33][N:8]2[CH2:7][C@@H:6]3[CH2:12][O:13][CH2:14][CH2:15][N:5]3[C:4]3[N:3]=[C:2]([Cl:1])[N:11]=[CH:10][C:9]2=3)[CH:24]=1. The yield is 0.410.